The task is: Regression/Classification. Given a drug SMILES string, predict its absorption, distribution, metabolism, or excretion properties. Task type varies by dataset: regression for continuous measurements (e.g., permeability, clearance, half-life) or binary classification for categorical outcomes (e.g., BBB penetration, CYP inhibition). Dataset: cyp3a4_veith.. This data is from CYP3A4 inhibition data for predicting drug metabolism from PubChem BioAssay. (1) The drug is C[C@@]12CCC(=O)C=C1CC[C@@H]1[C@@H]2[C@H](O)C[C@@]2(C)[C@H](C(=O)CO)CC[C@H]12. The result is 0 (non-inhibitor). (2) The drug is CS(=O)(=O)Nc1cccc(-c2nc(NCc3cccs3)c3ccccc3n2)c1. The result is 1 (inhibitor). (3) The molecule is O=C(c1ccncc1)N1CCC[C@@]2(CCN(Cc3nccs3)C2)C1. The result is 1 (inhibitor). (4) The drug is CC(C)=C[C@H]1[C@@H](COC(=O)c2cc3c(cc2Cl)OCO3)C1(C)C. The result is 1 (inhibitor).